Dataset: Full USPTO retrosynthesis dataset with 1.9M reactions from patents (1976-2016). Task: Predict the reactants needed to synthesize the given product. (1) Given the product [Cl:18][C:15]1[CH:16]=[CH:17][C:12]([C:10]([C:3]2[CH:4]=[CH:5][C:6]([OH:8])=[CH:7][C:2]=2[OH:22])=[O:11])=[CH:13][CH:14]=1, predict the reactants needed to synthesize it. The reactants are: Cl[C:2]1[CH:7]=[C:6]([O:8]C)[CH:5]=[CH:4][C:3]=1[C:10]([C:12]1[CH:17]=[CH:16][C:15]([Cl:18])=[CH:14][CH:13]=1)=[O:11].Br.CC(O)=[O:22]. (2) Given the product [CH:1]([NH:4][C:5]1[C:10]2[C:11]([C:23]3[CH:24]=[C:25]([CH:30]=[CH:31][N:32]=3)[C:26]([N:36]([CH3:37])[CH3:33])=[O:28])=[N:12][NH:13][C:9]=2[CH:8]=[CH:7][N:6]=1)([CH3:3])[CH3:2], predict the reactants needed to synthesize it. The reactants are: [CH:1]([NH:4][C:5]1[C:10]2[C:11]([C:23]3[CH:24]=[C:25]([CH:30]=[CH:31][N:32]=3)[C:26]([O:28]C)=O)=[N:12][N:13](CC3C=CC(OC)=CC=3)[C:9]=2[CH:8]=[CH:7][N:6]=1)([CH3:3])[CH3:2].[CH:33]([NH:36][C:37]1C2C([Sn](C)(C)C)=NN(CC3C=CC(OC)=CC=3)C=2C=CN=1)(C)C.BrC1C=C(C=CN=1)C(OC)=O.[Li+].[Cl-]. (3) Given the product [CH3:1][O:2][CH2:3][O:4][C:5]1[CH:22]=[CH:21][CH:20]=[C:7]2[C:6]=1[CH:45]([OH:46])[N:10]([C:11]([CH3:19])([C:13]1[CH:14]=[CH:15][CH:16]=[CH:17][CH:18]=1)[CH3:12])[C:8]2=[O:9], predict the reactants needed to synthesize it. The reactants are: [CH3:1][O:2][CH2:3][O:4][C:5]1[CH:6]=[C:7]([CH:20]=[CH:21][CH:22]=1)[C:8]([NH:10][C:11]([CH3:19])([C:13]1[CH:18]=[CH:17][CH:16]=[CH:15][CH:14]=1)[CH3:12])=[O:9].CN(CCN(C)C)C.C([Li])(CC)C.CCCCCC.CN([CH:45]=[O:46])C. (4) The reactants are: [H-].[Na+].Cl[CH2:4][O:5][CH2:6][CH2:7][Si:8]([CH3:11])([CH3:10])[CH3:9].[Br:12][C:13]1[CH:14]=[C:15]2[C:19](=[CH:20][CH:21]=1)[NH:18][N:17]=[C:16]2[C:22]([O:24][CH3:25])=[O:23]. Given the product [Br:12][C:13]1[CH:14]=[C:15]2[C:19](=[CH:20][CH:21]=1)[N:18]([CH2:4][O:5][CH2:6][CH2:7][Si:8]([CH3:11])([CH3:10])[CH3:9])[N:17]=[C:16]2[C:22]([O:24][CH3:25])=[O:23], predict the reactants needed to synthesize it. (5) The reactants are: [N+:1]([C:4]1[CH:9]=[CH:8][C:7]([NH:10][C:11]2[S:12][CH:13]=[CH:14][N:15]=2)=[CH:6][CH:5]=1)([O-])=O. Given the product [S:12]1[CH:13]=[CH:14][N:15]=[C:11]1[NH:10][C:7]1[CH:6]=[CH:5][C:4]([NH2:1])=[CH:9][CH:8]=1, predict the reactants needed to synthesize it. (6) Given the product [CH3:29][CH:30]1[CH:35]=[C:34]([CH3:36])[CH2:33][CH2:32][CH:31]1[CH:37]=[CH:2][CH2:3][C:4]1[CH:5]=[CH:6][CH:7]=[CH:8][CH:9]=1, predict the reactants needed to synthesize it. The reactants are: [Br-].[CH2:2]([P+](C1C=CC=CC=1)(C1C=CC=CC=1)C1C=CC=CC=1)[CH2:3][C:4]1[CH:9]=[CH:8][CH:7]=[CH:6][CH:5]=1.[CH3:29][CH:30]1[CH:35]=[C:34]([CH3:36])[CH2:33][CH2:32][CH:31]1[CH:37]=O. (7) The reactants are: FC1C=C(C(C)(C)CC(O)(C(F)(F)F)C=O)C2OCCC=2C=1.NC1C=CC=C2C=1C=CN=C2.[F:34][C:35]1[CH:36]=[C:37]([C:44]([CH3:65])([CH3:64])[CH2:45][C:46]([OH:63])([C:59]([F:62])([F:61])[F:60])[CH:47]=[N:48][C:49]2[CH:58]=[CH:57][CH:56]=[C:55]3[C:50]=2[CH:51]=[CH:52][N:53]=[CH:54]3)[C:38]2[O:42][CH2:41][CH2:40][C:39]=2[CH:43]=1.[BH4-].[Na+]. Given the product [F:34][C:35]1[CH:36]=[C:37]([C:44]([CH3:65])([CH3:64])[CH2:45][C:46]([OH:63])([C:59]([F:60])([F:62])[F:61])[CH2:47][NH:48][C:49]2[CH:58]=[CH:57][CH:56]=[C:55]3[C:50]=2[CH:51]=[CH:52][N:53]=[CH:54]3)[C:38]2[O:42][CH2:41][CH2:40][C:39]=2[CH:43]=1, predict the reactants needed to synthesize it.